From a dataset of Reaction yield outcomes from USPTO patents with 853,638 reactions. Predict the reaction yield, written as a fraction of the theoretical maximum amount of product (1.0 means a 100% yield; for example, 0.34 means a 34% yield). (1) The reactants are Cl.[CH3:2][NH2:3].[Cl:4][C:5]1[N:6]([S:19]([C:22]2[CH:23]=[N:24][CH:25]=[CH:26][CH:27]=2)(=[O:21])=[O:20])[C:7]([C:12]2[CH:17]=[CH:16][CH:15]=[CH:14][C:13]=2[F:18])=[CH:8][C:9]=1[CH:10]=[O:11].[C:38]([O:37][BH-]([O:37][C:38](=[O:40])[CH3:39])[O:37][C:38](=[O:40])[CH3:39])(=[O:40])[CH3:39].[Na+].C[OH:43]. No catalyst specified. The product is [C:38]([OH:37])(=[O:40])/[CH:39]=[CH:9]/[C:10]([OH:11])=[O:43].[Cl:4][C:5]1[N:6]([S:19]([C:22]2[CH:23]=[N:24][CH:25]=[CH:26][CH:27]=2)(=[O:21])=[O:20])[C:7]([C:12]2[CH:17]=[CH:16][CH:15]=[CH:14][C:13]=2[F:18])=[CH:8][C:9]=1[CH2:10][NH:3][CH3:2]. The yield is 0.290. (2) The reactants are [Cl:1][C:2]1[N:7]=[C:6](Cl)[C:5]([F:9])=[CH:4][N:3]=1.[CH2:10]([Sn](CCCC)(CCCC)C=C)[CH2:11]CC.[F-].[K+]. The catalyst is ClCCl.Cl[Pd](Cl)([P](C1C=CC=CC=1)(C1C=CC=CC=1)C1C=CC=CC=1)[P](C1C=CC=CC=1)(C1C=CC=CC=1)C1C=CC=CC=1. The product is [Cl:1][C:2]1[N:7]=[C:6]([CH:10]=[CH2:11])[C:5]([F:9])=[CH:4][N:3]=1. The yield is 0.770. (3) The reactants are C([N:8](CC1C=CC=CC=1)[C@@H:9]1[CH2:18][CH2:17][C:16]2[C:11](=[C:12]([O:26][CH3:27])[CH:13]=[CH:14][C:15]=2[N:19]2[CH2:24][CH2:23][N:22]([CH3:25])[CH2:21][CH2:20]2)[CH2:10]1)C1C=CC=CC=1.C([O-])=O.[NH4+]. The catalyst is CO.[Pd]. The product is [CH3:27][O:26][C:12]1[CH:13]=[CH:14][C:15]([N:19]2[CH2:20][CH2:21][N:22]([CH3:25])[CH2:23][CH2:24]2)=[C:16]2[C:11]=1[CH2:10][C@H:9]([NH2:8])[CH2:18][CH2:17]2. The yield is 0.710. (4) The reactants are Cl.[CH3:2][C:3]1([CH3:21])[CH2:7][C:6]2[C:8]([CH3:20])=[C:9]([N:14]3[CH2:19][CH2:18][NH:17][CH2:16][CH2:15]3)[C:10]([CH3:13])=[C:11]([CH3:12])[C:5]=2[O:4]1.Br[C:23]1[CH:28]=[CH:27][C:26]([CH3:29])=[C:25]([Cl:30])[CH:24]=1. No catalyst specified. The product is [Cl:30][C:25]1[CH:24]=[C:23]([N:17]2[CH2:16][CH2:15][N:14]([C:9]3[C:10]([CH3:13])=[C:11]([CH3:12])[C:5]4[O:4][C:3]([CH3:21])([CH3:2])[CH2:7][C:6]=4[C:8]=3[CH3:20])[CH2:19][CH2:18]2)[CH:28]=[CH:27][C:26]=1[CH3:29]. The yield is 0.580. (5) The yield is 0.750. The product is [CH3:28][C:19]1[CH:20]=[C:21]([C:2]2[N:11]=[C:10]([NH:12][C:13]3[NH:14][N:15]=[C:16]([CH3:18])[CH:17]=3)[C:9]3[C:4](=[CH:5][CH:6]=[CH:7][CH:8]=3)[N:3]=2)[CH:22]=[CH:23][CH:24]=1. The reactants are Cl[C:2]1[N:11]=[C:10]([NH:12][C:13]2[CH:17]=[C:16]([CH3:18])[NH:15][N:14]=2)[C:9]2[C:4](=[CH:5][CH:6]=[CH:7][CH:8]=2)[N:3]=1.[C:19]1([CH3:28])[CH:24]=[CH:23][CH:22]=[C:21](B(O)O)[CH:20]=1.C([O-])([O-])=O.[Na+].[Na+].C(P(C(C)(C)C)C(C)(C)C)(C)(C)C. The catalyst is CN(C=O)C.C1C=CC(P(C2C=CC=CC=2)[C-]2C=CC=C2)=CC=1.C1C=CC(P(C2C=CC=CC=2)[C-]2C=CC=C2)=CC=1.Cl[Pd]Cl.[Fe+2].O.